From a dataset of Reaction yield outcomes from USPTO patents with 853,638 reactions. Predict the reaction yield, written as a fraction of the theoretical maximum amount of product (1.0 means a 100% yield; for example, 0.34 means a 34% yield). (1) The reactants are [OH:1][C:2]1([C:17]2[CH:18]=[C:19]([CH:22]=[C:23]([CH3:25])[CH:24]=2)[C:20]#[N:21])[C:6]2[N:7]=[C:8]([O:13]C)[N:9]=[C:10]([O:11]C)[C:5]=2[C:4]([CH3:16])([CH3:15])[O:3]1. The catalyst is C(Br)(=O)C. The product is [OH:1][C:2]1([C:17]2[CH:18]=[C:19]([CH:22]=[C:23]([CH3:25])[CH:24]=2)[C:20]#[N:21])[C:6]2[NH:7][C:8](=[O:13])[NH:9][C:10](=[O:11])[C:5]=2[C:4]([CH3:15])([CH3:16])[O:3]1. The yield is 0.250. (2) The reactants are [N:1]1([C:9]([O:11][C:12]([CH3:15])([CH3:14])[CH3:13])=[O:10])[CH2:8][CH2:7][CH2:6][C@H:2]1[C:3](O)=[O:4].C(N(C(C)C)CC)(C)C. The yield is 0.680. The catalyst is C(#N)C. The product is [CH:3]([C@@H:2]1[CH2:6][CH2:7][CH2:8][N:1]1[C:9]([O:11][C:12]([CH3:15])([CH3:14])[CH3:13])=[O:10])=[O:4]. (3) The yield is 0.900. The reactants are [CH:1]1([CH2:4][N:5]2[CH2:10][CH2:9][N:8]([C:11]3[CH:16]=[CH:15][C:14]([N+:17]([O-])=O)=[C:13]([O:20][CH3:21])[CH:12]=3)[CH2:7][CH2:6]2)[CH2:3][CH2:2]1.O.NN. The product is [CH:1]1([CH2:4][N:5]2[CH2:6][CH2:7][N:8]([C:11]3[CH:16]=[CH:15][C:14]([NH2:17])=[C:13]([O:20][CH3:21])[CH:12]=3)[CH2:9][CH2:10]2)[CH2:2][CH2:3]1. The catalyst is CO.